Dataset: Reaction yield outcomes from USPTO patents with 853,638 reactions. Task: Predict the reaction yield, written as a fraction of the theoretical maximum amount of product (1.0 means a 100% yield; for example, 0.34 means a 34% yield). (1) The reactants are [F:1][C:2]([F:14])([F:13])[C:3]([NH:5][C:6]1[CH:11]=[CH:10][C:9]([CH3:12])=[CH:8][CH:7]=1)=O.P([Cl:31])(OC1C=CC=CC=1)(OC1C=CC=CC=1)=O.C(N(CC)CC)C.C(#N)C. The catalyst is C(OCC)(=O)C. The product is [CH3:12][C:9]1[CH:10]=[CH:11][C:6]([N:5]=[C:3]([Cl:31])[C:2]([F:14])([F:13])[F:1])=[CH:7][CH:8]=1. The yield is 0.886. (2) The reactants are [S:1]([O:8]S(C(F)(F)F)(=O)=O)([C:4]([F:7])([F:6])[F:5])(=[O:3])=[O:2].[Si:16]([O:23][CH2:24][C@H:25]1[N:29]([C:30](=[O:53])[C:31]2[CH:36]=[C:35]([O:37][CH3:38])[C:34]([O:39][Si:40]([CH:47]([CH3:49])[CH3:48])([CH:44]([CH3:46])[CH3:45])[CH:41]([CH3:43])[CH3:42])=[CH:33][C:32]=2[N+:50]([O-:52])=[O:51])[CH2:28][C:27](=O)[CH2:26]1)([C:19]([CH3:22])([CH3:21])[CH3:20])([CH3:18])[CH3:17].N1C(C)=CC=CC=1C.CC(C)=O.C(=O)=O. The catalyst is ClCCl.O.O.ClCCl. The product is [F:5][C:4]([F:7])([F:6])[S:1]([O:8][C:27]1[CH2:26][C@@H:25]([CH2:24][O:23][Si:16]([C:19]([CH3:21])([CH3:20])[CH3:22])([CH3:18])[CH3:17])[N:29]([C:30](=[O:53])[C:31]2[CH:36]=[C:35]([O:37][CH3:38])[C:34]([O:39][Si:40]([CH:41]([CH3:43])[CH3:42])([CH:44]([CH3:45])[CH3:46])[CH:47]([CH3:49])[CH3:48])=[CH:33][C:32]=2[N+:50]([O-:52])=[O:51])[CH:28]=1)(=[O:3])=[O:2]. The yield is 0.960. (3) The reactants are [CH2:1]([NH2:8])[C:2]1[CH:7]=[CH:6][CH:5]=[CH:4][CH:3]=1.CCN(CC)CC.Cl[S:17]([C:20]1[CH:29]=[CH:28][C:23]([C:24]([O:26][CH3:27])=[O:25])=[CH:22][CH:21]=1)(=[O:19])=[O:18].[Cl-].[NH4+]. The catalyst is C(Cl)Cl. The product is [CH2:1]([NH:8][S:17]([C:20]1[CH:21]=[CH:22][C:23]([C:24]([O:26][CH3:27])=[O:25])=[CH:28][CH:29]=1)(=[O:19])=[O:18])[C:2]1[CH:7]=[CH:6][CH:5]=[CH:4][CH:3]=1. The yield is 0.480. (4) The reactants are C(N(CC)CC)C.Cl[CH2:9][CH2:10][C:11]([S:13][CH2:14][CH:15]1[S:19][CH:18]([CH2:20][O:21][C:22](=[O:26])[CH2:23][CH2:24]Cl)[CH2:17][S:16]1)=[O:12].O.C1(C)C=CC=CC=1. The catalyst is CC(C)=O. The product is [C:11]([S:13][CH2:14][CH:15]1[S:19][CH:18]([CH2:20][O:21][C:22](=[O:26])[CH:23]=[CH2:24])[CH2:17][S:16]1)(=[O:12])[CH:10]=[CH2:9]. The yield is 0.770.